From a dataset of Full USPTO retrosynthesis dataset with 1.9M reactions from patents (1976-2016). Predict the reactants needed to synthesize the given product. Given the product [Cl:1][C:2]1[CH:3]=[C:4]2[C:8](=[CH:9][CH:10]=1)[N:7]([CH2:11][CH2:12][N:13]1[CH2:14][CH2:15][NH:16][CH2:17][CH2:18]1)[C:6]([CH2:26][N:27]1[C:31]3=[CH:32][N:33]=[CH:34][CH:35]=[C:30]3[C:29]3([CH2:37][CH2:36]3)[C:28]1=[O:38])=[CH:5]2, predict the reactants needed to synthesize it. The reactants are: [Cl:1][C:2]1[CH:3]=[C:4]2[C:8](=[CH:9][CH:10]=1)[N:7]([CH2:11][CH2:12][N:13]1[CH2:18][CH2:17][N:16](C(OC(C)(C)C)=O)[CH2:15][CH2:14]1)[C:6]([CH2:26][N:27]1[C:31]3=[CH:32][N:33]=[CH:34][CH:35]=[C:30]3[C:29]3([CH2:37][CH2:36]3)[C:28]1=[O:38])=[CH:5]2.Cl.